Dataset: NCI-60 drug combinations with 297,098 pairs across 59 cell lines. Task: Regression. Given two drug SMILES strings and cell line genomic features, predict the synergy score measuring deviation from expected non-interaction effect. (1) Drug 1: CC12CCC3C(C1CCC2=O)CC(=C)C4=CC(=O)C=CC34C. Drug 2: C#CCC(CC1=CN=C2C(=N1)C(=NC(=N2)N)N)C3=CC=C(C=C3)C(=O)NC(CCC(=O)O)C(=O)O. Cell line: M14. Synergy scores: CSS=46.8, Synergy_ZIP=0.163, Synergy_Bliss=1.44, Synergy_Loewe=-1.45, Synergy_HSA=2.13. (2) Drug 2: COCCOC1=C(C=C2C(=C1)C(=NC=N2)NC3=CC=CC(=C3)C#C)OCCOC.Cl. Synergy scores: CSS=7.13, Synergy_ZIP=4.72, Synergy_Bliss=1.91, Synergy_Loewe=1.45, Synergy_HSA=1.42. Drug 1: CS(=O)(=O)C1=CC(=C(C=C1)C(=O)NC2=CC(=C(C=C2)Cl)C3=CC=CC=N3)Cl. Cell line: PC-3. (3) Drug 1: CC12CCC3C(C1CCC2=O)CC(=C)C4=CC(=O)C=CC34C. Drug 2: CCC1(C2=C(COC1=O)C(=O)N3CC4=CC5=C(C=CC(=C5CN(C)C)O)N=C4C3=C2)O.Cl. Cell line: OVCAR3. Synergy scores: CSS=50.5, Synergy_ZIP=-1.33, Synergy_Bliss=1.81, Synergy_Loewe=-2.11, Synergy_HSA=2.90.